From a dataset of Catalyst prediction with 721,799 reactions and 888 catalyst types from USPTO. Predict which catalyst facilitates the given reaction. (1) Reactant: [Br:1][C:2]1[CH:3]=[C:4]([CH:26]=[CH:27][CH:28]=1)[O:5][C:6]1[C:11]([O:12][CH2:13][CH2:14][CH2:15][C:16]2[C:21]([O:22]C)=[CH:20][N:19]=[CH:18][C:17]=2[O:24][CH3:25])=[CH:10][CH:9]=[CH:8][N:7]=1.N1C=CC=CC=1.Cl. Product: [Br:1][C:2]1[CH:3]=[C:4]([CH:26]=[CH:27][CH:28]=1)[O:5][C:6]1[C:11]([O:12][CH2:13][CH2:14][CH2:15][C:16]2[C:17]([O:24][CH3:25])=[CH:18][N:19]=[CH:20][C:21]=2[OH:22])=[CH:10][CH:9]=[CH:8][N:7]=1.[Br:1][C:2]1[CH:3]=[C:4]([CH:26]=[CH:27][CH:28]=1)[O:5][C:6]1[C:11]([O:12][CH2:13][CH2:14][CH2:15][C:16]2[C:17]([OH:24])=[CH:18][N:19]=[CH:20][C:21]=2[OH:22])=[CH:10][CH:9]=[CH:8][N:7]=1. The catalyst class is: 662. (2) Reactant: C(S([O-])(=O)=O)(F)(F)F.C(S([O-])(=O)=O)(F)(F)F.C(S([O-])(=O)=O)(F)(F)F.[Yb+3].[CH3:26][C:27]1[O:31][N:30]=[C:29]([C:32]2[CH:37]=[CH:36][C:35]([NH2:38])=[CH:34][CH:33]=2)[N:28]=1.[F:39][C:40]1[C:45]2[CH2:46][O:47][CH2:48][O:49][C:44]=2[C:43]([O:50][CH3:51])=[CH:42][C:41]=1[CH:52]=O.C[Si]([C:58]#[N:59])(C)C. Product: [F:39][C:40]1[C:45]2[CH2:46][O:47][CH2:48][O:49][C:44]=2[C:43]([O:50][CH3:51])=[CH:42][C:41]=1[CH:52]([NH:38][C:35]1[CH:36]=[CH:37][C:32]([C:29]2[N:28]=[C:27]([CH3:26])[O:31][N:30]=2)=[CH:33][CH:34]=1)[C:58]#[N:59]. The catalyst class is: 1. (3) Reactant: [F:1][C:2]1[CH:7]=[CH:6][C:5]([N:8]2[CH2:13][CH2:12][N:11]([CH:14]([CH3:18])[CH2:15][CH2:16][OH:17])[CH2:10][CH2:9]2)=[CH:4][CH:3]=1.C(N(CC)CC)C.[CH3:26][S:27](Cl)(=[O:29])=[O:28]. Product: [CH3:26][S:27]([O:17][CH2:16][CH2:15][CH:14]([N:11]1[CH2:10][CH2:9][N:8]([C:5]2[CH:4]=[CH:3][C:2]([F:1])=[CH:7][CH:6]=2)[CH2:13][CH2:12]1)[CH3:18])(=[O:29])=[O:28]. The catalyst class is: 4. (4) Reactant: Br[C:2]1[CH:7]=[CH:6][CH:5]=[CH:4][C:3]=1[CH2:8][N:9]1[C:14]2[N:15]=[C:16]([N:18]3[CH2:23][CH2:22][O:21][CH2:20][CH2:19]3)[S:17][C:13]=2[C:12](=[O:24])[N:11]=[CH:10]1.[CH2:25](B(O)O)[CH3:26].P([O-])([O-])([O-])=O.[K+].[K+].[K+].COC1C=CC=C(OC)C=1C1C=CC=CC=1P(C1CCCCC1)C1CCCCC1. Product: [CH2:25]([C:2]1[CH:7]=[CH:6][CH:5]=[CH:4][C:3]=1[CH2:8][N:9]1[C:14]2[N:15]=[C:16]([N:18]3[CH2:23][CH2:22][O:21][CH2:20][CH2:19]3)[S:17][C:13]=2[C:12](=[O:24])[N:11]=[CH:10]1)[CH3:26]. The catalyst class is: 222. (5) Reactant: [OH:1][C:2]1[C:7]([C:8]([NH:10][C:11]([CH3:20])([C:13]([O:15]C(C)(C)C)=[O:14])[CH3:12])=[O:9])=[CH:6][N:5]=[C:4]([N:21]2[CH:25]=[CH:24][CH:23]=[N:22]2)[N:3]=1.C(O)(C(F)(F)F)=O. Product: [OH:1][C:2]1[C:7]([C:8]([NH:10][C:11]([CH3:12])([C:13]([OH:15])=[O:14])[CH3:20])=[O:9])=[CH:6][N:5]=[C:4]([N:21]2[CH:25]=[CH:24][CH:23]=[N:22]2)[N:3]=1. The catalyst class is: 2. (6) Reactant: [Cl:1][C:2]1[N:3]=[N:4][CH:5]=[C:6](Cl)[N:7]=1.Cl.[NH2:10][C:11]([CH3:21])([CH3:20])[C:12]([NH:14][CH2:15][C:16]([F:19])([F:18])[F:17])=[O:13].C(N(C(C)C)CC)(C)C.C(=O)(O)[O-].[Na+]. Product: [Cl:1][C:2]1[N:3]=[N:4][CH:5]=[C:6]([NH:10][C:11]([CH3:21])([CH3:20])[C:12]([NH:14][CH2:15][C:16]([F:17])([F:18])[F:19])=[O:13])[N:7]=1. The catalyst class is: 269.